From a dataset of Catalyst prediction with 721,799 reactions and 888 catalyst types from USPTO. Predict which catalyst facilitates the given reaction. (1) Reactant: [F:1][C:2]1[CH:12]=[C:11]([N+:13]([O-])=O)[CH:10]=[CH:9][C:3]=1[C:4]([O:6][CH2:7][CH3:8])=[O:5]. Product: [NH2:13][C:11]1[CH:10]=[CH:9][C:3]([C:4]([O:6][CH2:7][CH3:8])=[O:5])=[C:2]([F:1])[CH:12]=1. The catalyst class is: 78. (2) Reactant: [C:1]([N:8]1[CH2:15][C@H:14]([OH:16])[CH2:13][C@H:9]1[C:10]([OH:12])=[O:11])([O:3][C:4]([CH3:7])([CH3:6])[CH3:5])=[O:2].[H-].[Na+].Br[CH2:20][C:21]1[C:30]2[C:25](=[CH:26][CH:27]=[CH:28][CH:29]=2)[CH:24]=[CH:23][CH:22]=1.O. Product: [C:1]([N:8]1[CH2:15][C@H:14]([O:16][CH2:20][C:21]2[C:30]3[C:25](=[CH:26][CH:27]=[CH:28][CH:29]=3)[CH:24]=[CH:23][CH:22]=2)[CH2:13][C@H:9]1[C:10]([OH:12])=[O:11])([O:3][C:4]([CH3:7])([CH3:6])[CH3:5])=[O:2]. The catalyst class is: 1. (3) Reactant: CCN(C(C)C)C(C)C.Cl.[NH2:11][C@H:12]([C:16]([N:18]1[CH2:26][C@H:25]([O:27][C:28]2[C:37]3[C:32](=[CH:33][CH:34]=[C:35]([CH:38]=[CH2:39])[CH:36]=3)[CH:31]=[CH:30][N:29]=2)[CH2:24][C@H:19]1[C:20]([O:22][CH3:23])=[O:21])=[O:17])[CH:13]([CH3:15])[CH3:14].C([N:57]=[C:58]=[S:59])(OCC1C2C(=CC=CC=2)C2C1=CC=CC=2)=O.N1CCCCC1. Product: [NH2:57][C:58]([NH:11][C@H:12]([C:16]([N:18]1[CH2:26][C@H:25]([O:27][C:28]2[C:37]3[C:32](=[CH:33][CH:34]=[C:35]([CH:38]=[CH2:39])[CH:36]=3)[CH:31]=[CH:30][N:29]=2)[CH2:24][C@H:19]1[C:20]([O:22][CH3:23])=[O:21])=[O:17])[CH:13]([CH3:15])[CH3:14])=[S:59]. The catalyst class is: 61.